Task: Regression/Classification. Given a drug SMILES string, predict its toxicity properties. Task type varies by dataset: regression for continuous values (e.g., LD50, hERG inhibition percentage) or binary classification for toxic/non-toxic outcomes (e.g., AMES mutagenicity, cardiotoxicity, hepatotoxicity). Dataset: ames.. Dataset: Ames mutagenicity test results for genotoxicity prediction (1) The compound is CN(CCCCO)N=O. The result is 1 (mutagenic). (2) The compound is CCn1cc(C(=O)O)c(=O)c2cc(F)c(N3CCNC(C)C3)c(F)c21. The result is 1 (mutagenic). (3) The molecule is OC1c2c(ccc3ncccc23)C2OC2C1O. The result is 0 (non-mutagenic). (4) The molecule is N=C1CCC(=N)c2c1c(O)c1ccccc1c2O. The result is 1 (mutagenic). (5) The drug is O[C@@H]1C=Cc2c(ccc3cc4ccccc4cc23)[C@H]1O. The result is 1 (mutagenic). (6) The compound is CCC1(C)CO1. The result is 0 (non-mutagenic). (7) The drug is COc1c2ccoc2nc2c(OC)cccc12. The result is 1 (mutagenic). (8) The compound is CC12OOC1(C)c1ccccc1O2. The result is 1 (mutagenic).